From a dataset of Cav3 T-type calcium channel HTS with 100,875 compounds. Binary Classification. Given a drug SMILES string, predict its activity (active/inactive) in a high-throughput screening assay against a specified biological target. The compound is o1nc(cc1C1CC1)C(=O)NCCCn1ccnc1. The result is 0 (inactive).